Dataset: Forward reaction prediction with 1.9M reactions from USPTO patents (1976-2016). Task: Predict the product of the given reaction. (1) Given the reactants S(Cl)(Cl)=O.[CH3:5][S:6][C:7]1[CH:12]=[CH:11][CH:10]=[CH:9][C:8]=1[C:13]1[CH:18]=[CH:17][C:16]([C:19]([OH:21])=O)=[CH:15][CH:14]=1.CC1C=CC=C(C)C=1C1C=CC(C([N:38]2[C:44]3[CH:45]=[CH:46][CH:47]=[CH:48][C:43]=3[CH2:42][N:41]3[C:49]([C:52]([NH:54][CH2:55][C:56]4[CH:57]=[N:58][CH:59]=[CH:60][CH:61]=4)=[O:53])=[CH:50][CH:51]=[C:40]3[CH2:39]2)=O)=CC=1, predict the reaction product. The product is: [CH3:5][S:6][C:7]1[CH:12]=[CH:11][CH:10]=[CH:9][C:8]=1[C:13]1[CH:14]=[CH:15][C:16]([C:19]([N:38]2[C:44]3[CH:45]=[CH:46][CH:47]=[CH:48][C:43]=3[CH2:42][N:41]3[C:49]([C:52]([NH:54][CH2:55][C:56]4[CH:57]=[N:58][CH:59]=[CH:60][CH:61]=4)=[O:53])=[CH:50][CH:51]=[C:40]3[CH2:39]2)=[O:21])=[CH:17][CH:18]=1. (2) Given the reactants [F:1][C:2]1[CH:7]=[CH:6][C:5]([F:8])=[CH:4][C:3]=1[C:9]1[CH:14]=[CH:13][CH:12]=[C:11]([S:15]([NH:18][C:19]2[CH:27]=[CH:26][C:22]([C:23]([OH:25])=[O:24])=[C:21]([OH:28])[CH:20]=2)(=[O:17])=[O:16])[CH:10]=1.[CH3:29][O:30][CH:31](O)[CH3:32], predict the reaction product. The product is: [F:1][C:2]1[CH:7]=[CH:6][C:5]([F:8])=[CH:4][C:3]=1[C:9]1[CH:14]=[CH:13][CH:12]=[C:11]([S:15]([NH:18][C:19]2[CH:27]=[CH:26][C:22]([C:23]([O:25][CH2:32][CH2:31][O:30][CH3:29])=[O:24])=[C:21]([OH:28])[CH:20]=2)(=[O:17])=[O:16])[CH:10]=1. (3) The product is: [CH:20]1([NH:23][C:6](=[O:7])[C:5]2[CH:9]=[CH:10][C:2]([CH3:1])=[C:3]([B:11]3[O:12][C:13]([CH3:18])([CH3:19])[C:14]([CH3:16])([CH3:17])[O:15]3)[CH:4]=2)[CH2:22][CH2:21]1. Given the reactants [CH3:1][C:2]1[CH:10]=[CH:9][C:5]([C:6](O)=[O:7])=[CH:4][C:3]=1[B:11]1[O:15][C:14]([CH3:17])([CH3:16])[C:13]([CH3:19])([CH3:18])[O:12]1.[CH:20]1([NH2:23])[CH2:22][CH2:21]1.C(N(C(C)C)CC)(C)C.F[P-](F)(F)(F)(F)F.N1(OC(N(C)C)=[N+](C)C)C2N=CC=CC=2N=N1, predict the reaction product.